Dataset: Catalyst prediction with 721,799 reactions and 888 catalyst types from USPTO. Task: Predict which catalyst facilitates the given reaction. (1) Reactant: [O:1]([C@@H:9]([CH2:16][O:17][C:18]1[C:23]([CH:24]=[O:25])=[CH:22][CH:21]=[C:20]([O:26][CH2:27][CH2:28][CH3:29])[C:19]=1[CH3:30])[CH2:10][C:11]([O:13][CH2:14][CH3:15])=[O:12])[Si](C(C)(C)C)(C)C.CCCC[N+](CCCC)(CCCC)CCCC.[F-]. Product: [CH:24]([C:23]1[C:18]([O:17][CH2:16][C@H:9]([OH:1])[CH2:10][C:11]([O:13][CH2:14][CH3:15])=[O:12])=[C:19]([CH3:30])[C:20]([O:26][CH2:27][CH2:28][CH3:29])=[CH:21][CH:22]=1)=[O:25]. The catalyst class is: 20. (2) Reactant: C(N1C=CN=C1)(N1C=CN=C1)=O.[OH:13][C:14]1[C:19]([C:20]([OH:22])=O)=[CH:18][N:17]=[C:16]2[S:23][C:24]([I:26])=[CH:25][C:15]=12.[Cl:27][C:28]1[CH:35]=[CH:34][C:31]([CH2:32][NH2:33])=[CH:30][CH:29]=1.CC(O)=O. Product: [Cl:27][C:28]1[CH:35]=[CH:34][C:31]([CH2:32][NH:33][C:20]([C:19]2[C:14]([OH:13])=[C:15]3[CH:25]=[C:24]([I:26])[S:23][C:16]3=[N:17][CH:18]=2)=[O:22])=[CH:30][CH:29]=1. The catalyst class is: 3. (3) Reactant: [Cl:1][C:2]1[CH:3]=[C:4]([CH:7]=[CH:8][CH:9]=1)[CH:5]=O.[C:10]([O:16][CH3:17])(=[O:15])[CH2:11][C:12]([CH3:14])=O.[CH3:18][C:19]1(C)[O:24]C(=O)CC(=O)O1.C([O-])(=O)C.[NH4+:32]. Product: [Cl:1][C:2]1[CH:3]=[C:4]([CH:5]2[CH2:18][C:19](=[O:24])[NH:32][C:12]([CH3:14])=[C:11]2[C:10]([O:16][CH3:17])=[O:15])[CH:7]=[CH:8][CH:9]=1. The catalyst class is: 15. (4) Reactant: C1(P(C2C=CC=CC=2)C2C=CC3OC(F)(F)OC=3C=2C2C3OC(F)(F)OC=3C=CC=2P(C2C=CC=CC=2)C2C=CC=CC=2)C=CC=CC=1.[Cl:49][CH2:50][C:51](=[O:58])[CH2:52][C:53]([O:55][CH2:56][CH3:57])=[O:54]. Product: [Cl:49][CH2:50][C@@H:51]([OH:58])[CH2:52][C:53]([O:55][CH2:56][CH3:57])=[O:54]. The catalyst class is: 8. (5) Reactant: [CH2:1]([O:3][C:4]1[CH:5]=[C:6]([CH:23]=[C:24]([O:27][CH2:28][CH3:29])[C:25]=1F)[CH2:7][N:8]1[CH2:13][CH2:12][CH:11]([NH:14][C:15]([C:17]2[CH:18]=[N:19][CH:20]=[N:21][CH:22]=2)=[O:16])[CH2:10][CH2:9]1)[CH3:2].C(OC1C=C(C=C(OCC)C=1[N:41]1[CH:45]=[CH:44][CH:43]=[CH:42]1)C=O)C.C([BH3-])#N.[Na+].C(N(C(C)C)C(C)C)C. Product: [CH2:1]([O:3][C:4]1[CH:5]=[C:6]([CH:23]=[C:24]([O:27][CH2:28][CH3:29])[C:25]=1[N:41]1[CH:45]=[CH:44][CH:43]=[CH:42]1)[CH2:7][N:8]1[CH2:13][CH2:12][CH:11]([NH:14][C:15]([C:17]2[CH:18]=[N:19][CH:20]=[N:21][CH:22]=2)=[O:16])[CH2:10][CH2:9]1)[CH3:2]. The catalyst class is: 212.